This data is from Forward reaction prediction with 1.9M reactions from USPTO patents (1976-2016). The task is: Predict the product of the given reaction. (1) Given the reactants [NH2:1][C:2]1[N:3]=[CH:4][C:5]2[S:10][C:9](=[O:11])[N:8]([C@@H:12]3[O:35][C@H:34]([CH2:36][O:37]C(=O)C4C=CC=CC=4)[C@@H:23]([O:24]C(=O)C4C=CC=CC=4C)[C@H:13]3[O:14]C(=O)C3C=CC=CC=3)[C:6]=2[N:7]=1.[C:46]([O-])([O-])=O.[K+].[K+].CC(O)=O, predict the reaction product. The product is: [NH2:1][C:2]1[N:3]=[CH:4][C:5]2[S:10][C:9](=[O:11])[N:8]([C@@H:12]3[O:35][C@H:34]([CH2:36][OH:37])[C@@H:23]([OH:24])[C@@:13]3([CH3:46])[OH:14])[C:6]=2[N:7]=1. (2) Given the reactants [CH2:1]([O:3][C@H:4]1[CH2:8][N:7]([C:9]([O:11][CH2:12][C:13]2[CH:18]=[CH:17][CH:16]=[CH:15][CH:14]=2)=[O:10])[CH:6]([CH2:19][OH:20])[CH2:5]1)[CH3:2].CS(C)=O.C(N(CC)C(C)C)(C)C, predict the reaction product. The product is: [CH2:1]([O:3][C@H:4]1[CH2:8][N:7]([C:9]([O:11][CH2:12][C:13]2[CH:18]=[CH:17][CH:16]=[CH:15][CH:14]=2)=[O:10])[CH:6]([CH:19]=[O:20])[CH2:5]1)[CH3:2].